Dataset: Catalyst prediction with 721,799 reactions and 888 catalyst types from USPTO. Task: Predict which catalyst facilitates the given reaction. (1) Reactant: [CH:1]([C:3]1[CH:4]=[CH:5][C:6]([N+:28]([O-:30])=[O:29])=[C:7]([NH:9][C:10]2[S:11][C:12]([C:25]([NH2:27])=[O:26])=[C:13]([C:15]3[CH:20]=[CH:19][C:18]([C:21]([F:24])([F:23])[F:22])=[CH:17][CH:16]=3)[N:14]=2)[CH:8]=1)=O.[CH3:31][N:32]1[CH2:37][CH2:36][NH:35][CH2:34][CH2:33]1.C(O[BH-](OC(=O)C)OC(=O)C)(=O)C.[Na+].[Cl-].[NH4+].C(=O)(O)[O-].[Na+]. Product: [CH3:31][N:32]1[CH2:37][CH2:36][N:35]([CH2:1][C:3]2[CH:4]=[CH:5][C:6]([N+:28]([O-:30])=[O:29])=[C:7]([NH:9][C:10]3[S:11][C:12]([C:25]([NH2:27])=[O:26])=[C:13]([C:15]4[CH:20]=[CH:19][C:18]([C:21]([F:23])([F:22])[F:24])=[CH:17][CH:16]=4)[N:14]=3)[CH:8]=2)[CH2:34][CH2:33]1. The catalyst class is: 4. (2) Reactant: [Si]([O:8][C@H:9]([CH3:35])[C@@H:10]([NH:24][C:25]1[CH:32]=[CH:31][C:28]([C:29]#[N:30])=[C:27]([Cl:33])[C:26]=1[CH3:34])[C:11]1[O:12][C:13]([C:16]2[CH:21]=[CH:20][C:19]([OH:22])=[C:18]([Cl:23])[CH:17]=2)=[N:14][N:15]=1)(C(C)(C)C)(C)C.CCCC[N+](CCCC)(CCCC)CCCC.[F-]. Product: [Cl:33][C:27]1[C:26]([CH3:34])=[C:25]([NH:24][C@@H:10]([C:11]2[O:12][C:13]([C:16]3[CH:21]=[CH:20][C:19]([OH:22])=[C:18]([Cl:23])[CH:17]=3)=[N:14][N:15]=2)[C@H:9]([OH:8])[CH3:35])[CH:32]=[CH:31][C:28]=1[C:29]#[N:30]. The catalyst class is: 1. (3) Reactant: [NH2:1][C:2]1[CH:3]=[C:4]([CH:14]=[CH:15][CH:16]=1)[CH2:5][NH:6][C:7](=[O:13])[O:8][C:9]([CH3:12])([CH3:11])[CH3:10].N1C=CC=CC=1.[CH3:23][S:24](Cl)(=[O:26])=[O:25]. Product: [CH3:23][S:24]([NH:1][C:2]1[CH:3]=[C:4]([CH:14]=[CH:15][CH:16]=1)[CH2:5][NH:6][C:7](=[O:13])[O:8][C:9]([CH3:12])([CH3:11])[CH3:10])(=[O:26])=[O:25]. The catalyst class is: 4. (4) Reactant: Br[CH:2]1[CH2:7][CH2:6][CH2:5][CH:4]([C:8]2[CH:13]=[CH:12][CH:11]=[CH:10][CH:9]=2)[C:3]1=O.[CH3:15][O:16][C:17]1[CH:18]=[C:19]([NH:29][C:30]([NH2:32])=[S:31])[CH:20]=[CH:21][C:22]=1[N:23]1[CH:27]=[N:26][C:25]([CH3:28])=[N:24]1. Product: [CH3:15][O:16][C:17]1[CH:18]=[C:19]([NH:29][C:30]2[S:31][C:2]3[CH2:7][CH2:6][CH2:5][CH:4]([C:8]4[CH:13]=[CH:12][CH:11]=[CH:10][CH:9]=4)[C:3]=3[N:32]=2)[CH:20]=[CH:21][C:22]=1[N:23]1[CH:27]=[N:26][C:25]([CH3:28])=[N:24]1. The catalyst class is: 653. (5) Reactant: C(O[C:5]1[O:6][CH2:7][C:8](=[O:16])[C:9]=1[C:10]([O:12][CH:13]([CH3:15])[CH3:14])=[O:11])(C)C.C(OC(C)C)(=O)CC(OC(C)C)=O.ClCC(Cl)=O.[CH:35]1([NH2:41])[CH2:40][CH2:39][CH2:38][CH2:37][CH2:36]1.[NH:42]1[C:50]2[C:45](=[CH:46][CH:47]=[CH:48][N:49]=2)[C:44]([CH:51]=O)=[CH:43]1.N1CCCCC1. Product: [NH:42]1[C:50]2=[N:49][CH:48]=[CH:47][CH:46]=[C:45]2[C:44]([CH:51]=[C:7]2[O:6][C:5]([NH:41][CH:35]3[CH2:40][CH2:39][CH2:38][CH2:37][CH2:36]3)=[C:9]([C:10]([O:12][CH:13]([CH3:14])[CH3:15])=[O:11])[C:8]2=[O:16])=[CH:43]1. The catalyst class is: 41. (6) Reactant: [O:1]1[C:5]2[CH:6]=[CH:7][CH:8]=[CH:9][C:4]=2[C:3]([C:10]2[CH:15]=[CH:14][CH:13]=[CH:12][C:11]=2[C:16]([CH3:25])([CH2:22][CH:23]=[CH2:24])[C:17]([O:19]CC)=[O:18])=[N:2]1.[OH-].[K+].Cl. Product: [O:1]1[C:5]2[CH:6]=[CH:7][CH:8]=[CH:9][C:4]=2[C:3]([C:10]2[CH:15]=[CH:14][CH:13]=[CH:12][C:11]=2[C:16]([CH3:25])([CH2:22][CH:23]=[CH2:24])[C:17]([OH:19])=[O:18])=[N:2]1. The catalyst class is: 141.